Dataset: Reaction yield outcomes from USPTO patents with 853,638 reactions. Task: Predict the reaction yield, written as a fraction of the theoretical maximum amount of product (1.0 means a 100% yield; for example, 0.34 means a 34% yield). (1) The reactants are [F:1][C:2]1[C:7]([NH:8][C:9]([NH:11][C:12]2[CH:17]=[CH:16][CH:15]=[CH:14][CH:13]=2)=[O:10])=[CH:6][C:5]([C:18]2[C:19](=[O:38])[N:20]([CH:35]([CH3:37])[CH3:36])[C:21]3[C:26]([CH:27]=2)=[CH:25][N:24]=[C:23]([NH:28][C:29](=O)[O:30]C(C)=C)[CH:22]=3)=[C:4]([CH3:39])[CH:3]=1.Cl.[NH:41]1[CH2:44][CH2:43][CH2:42]1.CN1CCCC1. The catalyst is O1CCOCC1. The product is [F:1][C:2]1[C:7]([NH:8][C:9]([NH:11][C:12]2[CH:13]=[CH:14][CH:15]=[CH:16][CH:17]=2)=[O:10])=[CH:6][C:5]([C:18]2[C:19](=[O:38])[N:20]([CH:35]([CH3:36])[CH3:37])[C:21]3[C:26]([CH:27]=2)=[CH:25][N:24]=[C:23]([NH:28][C:29]([N:41]2[CH2:44][CH2:43][CH2:42]2)=[O:30])[CH:22]=3)=[C:4]([CH3:39])[CH:3]=1. The yield is 0.430. (2) The reactants are [NH2:1][C@H:2]1[CH2:7][CH2:6][N:5]([C:8]([O:10][C:11]([CH3:14])([CH3:13])[CH3:12])=[O:9])[CH2:4][C@H:3]1[O:15][CH2:16][CH:17]([CH3:19])[CH3:18].[Cl:20][C:21]1[N:22]=[C:23]([C:28](O)=[O:29])[NH:24][C:25]=1[CH2:26][CH3:27].CCN=C=NCCCN(C)C.Cl.C1C=CC2N(O)N=NC=2C=1. The catalyst is ClCCl.CC(N(C)C)=O. The product is [Cl:20][C:21]1[N:22]=[C:23]([C:28]([NH:1][C@H:2]2[CH2:7][CH2:6][N:5]([C:8]([O:10][C:11]([CH3:12])([CH3:13])[CH3:14])=[O:9])[CH2:4][C@H:3]2[O:15][CH2:16][CH:17]([CH3:19])[CH3:18])=[O:29])[NH:24][C:25]=1[CH2:26][CH3:27]. The yield is 0.870. (3) The reactants are C([Li])CCC.[CH:6]([O:9][C:10]([N:12]1[CH2:18][CH2:17][CH2:16][CH:15]([N:19]([C:35](=[O:37])[CH3:36])[CH2:20][C:21]2[CH:26]=[C:25]([C:27]([F:30])([F:29])[F:28])[CH:24]=[C:23]([C:31]([F:34])([F:33])[F:32])[CH:22]=2)[C:14]2[CH:38]=[CH:39][C:40](Br)=[CH:41][C:13]1=2)=[O:11])([CH3:8])[CH3:7].CN(C)[CH:45]=[O:46].[BH4-].[Na+]. The catalyst is O1CCCC1.C(OCC)(=O)C.CO. The product is [C:35]([N:19]([CH2:20][C:21]1[CH:26]=[C:25]([C:27]([F:30])([F:29])[F:28])[CH:24]=[C:23]([C:31]([F:34])([F:33])[F:32])[CH:22]=1)[CH:15]1[CH2:16][CH2:17][CH2:18][N:12]([C:10]([O:9][CH:6]([CH3:8])[CH3:7])=[O:11])[C:13]2[CH:41]=[C:40]([CH2:45][OH:46])[CH:39]=[CH:38][C:14]1=2)(=[O:37])[CH3:36]. The yield is 0.0800. (4) The reactants are [CH3:1][N:2]1[C:6]2[CH:7]=[C:8]([C:11]([NH:13][NH2:14])=[O:12])[CH:9]=[CH:10][C:5]=2[N:4]=[CH:3]1.[F:15][C:16]1[CH:17]=[C:18]([CH2:22][CH2:23][C:24](O)=O)[CH:19]=[CH:20][CH:21]=1. No catalyst specified. The product is [F:15][C:16]1[CH:17]=[C:18]([CH2:22][CH2:23][C:24]2[O:12][C:11]([C:8]3[CH:9]=[CH:10][C:5]4[N:4]=[CH:3][N:2]([CH3:1])[C:6]=4[CH:7]=3)=[N:13][N:14]=2)[CH:19]=[CH:20][CH:21]=1. The yield is 0.660. (5) The reactants are [CH2:1]([C:3]1[CH:4]=[C:5]([CH2:9]O)[CH:6]=[N:7][CH:8]=1)[CH3:2].[Br:11]P(Br)Br. The catalyst is C(Cl)(Cl)Cl. The product is [Br:11][CH2:9][C:5]1[CH:6]=[N:7][CH:8]=[C:3]([CH2:1][CH3:2])[CH:4]=1. The yield is 1.00. (6) The reactants are [SH:1][C:2]1[Se:3][C:4]2[CH:10]=[CH:9][CH:8]=[CH:7][C:5]=2[N:6]=1.Br[CH2:12][C:13](=[O:19])[C:14]([O:16][CH2:17][CH3:18])=[O:15]. The catalyst is CC#N.ClCCl. The product is [CH2:17]([O:16][C:14](=[O:15])[C:13](=[O:19])[CH2:12][S:1][C:2]1[Se:3][C:4]2[CH:10]=[CH:9][CH:8]=[CH:7][C:5]=2[N:6]=1)[CH3:18]. The yield is 0.890. (7) The reactants are C([O:8][CH2:9][C:10]1[N:11]([C:27]2[CH:32]=[CH:31][C:30]([N+:33]([O-:35])=[O:34])=[CH:29][CH:28]=2)[CH:12]=[C:13]([C:15]2[C:16]([C:21]3[CH:26]=[CH:25][CH:24]=[CH:23][CH:22]=3)=[N:17][O:18][C:19]=2[CH3:20])[N:14]=1)C1C=CC=CC=1.FC(F)(F)C(O)=O.FC(F)(F)S(O)(=O)=O.C(=O)([O-])O.[Na+]. The catalyst is C(Cl)Cl. The product is [CH3:20][C:19]1[O:18][N:17]=[C:16]([C:21]2[CH:22]=[CH:23][CH:24]=[CH:25][CH:26]=2)[C:15]=1[C:13]1[N:14]=[C:10]([CH2:9][OH:8])[N:11]([C:27]2[CH:32]=[CH:31][C:30]([N+:33]([O-:35])=[O:34])=[CH:29][CH:28]=2)[CH:12]=1. The yield is 0.560.